Predict which catalyst facilitates the given reaction. From a dataset of Catalyst prediction with 721,799 reactions and 888 catalyst types from USPTO. (1) Reactant: [Cl:1][C:2]1[CH:3]=[C:4]([CH2:11][C:12]([O:14]C)=O)[CH:5]=[C:6]([Cl:10])[C:7]=1[O:8][CH3:9].[NH2:16][OH:17]. Product: [OH:17][NH:16][C:12](=[O:14])[CH2:11][C:4]1[CH:3]=[C:2]([Cl:1])[C:7]([O:8][CH3:9])=[C:6]([Cl:10])[CH:5]=1. The catalyst class is: 12. (2) Reactant: [CH2:1]([CH:8]1[N:13]([C:14]([C:16]2[CH:20]=[CH:19][N:18]([C:21]3[CH:26]=[CH:25][C:24]([N+:27]([O-])=O)=[CH:23][CH:22]=3)[C:17]=2[CH3:30])=[O:15])[CH2:12][CH2:11][N:10]([C:31]([O:33][C:34]([CH3:37])([CH3:36])[CH3:35])=[O:32])[CH2:9]1)[C:2]1[CH:7]=[CH:6][CH:5]=[CH:4][CH:3]=1. Product: [NH2:27][C:24]1[CH:25]=[CH:26][C:21]([N:18]2[CH:19]=[CH:20][C:16]([C:14]([N:13]3[CH2:12][CH2:11][N:10]([C:31]([O:33][C:34]([CH3:35])([CH3:37])[CH3:36])=[O:32])[CH2:9][CH:8]3[CH2:1][C:2]3[CH:3]=[CH:4][CH:5]=[CH:6][CH:7]=3)=[O:15])=[C:17]2[CH3:30])=[CH:22][CH:23]=1. The catalyst class is: 19.